Dataset: Catalyst prediction with 721,799 reactions and 888 catalyst types from USPTO. Task: Predict which catalyst facilitates the given reaction. (1) Reactant: [CH:1]([O:4][C:5](=[O:15])[C@H:6]([CH2:8][C:9]([O:11][CH:12]([CH3:14])[CH3:13])=[O:10])[OH:7])([CH3:3])[CH3:2].C[Si]([N-][Si](C)(C)C)(C)C.[Li+].[CH2:26](Br)[C:27]1[CH:32]=[CH:31][CH:30]=[CH:29][CH:28]=1.[NH4+].[Cl-]. Product: [CH2:26]([C@H:8]([C@H:6]([OH:7])[C:5]([O:4][CH:1]([CH3:2])[CH3:3])=[O:15])[C:9]([O:11][CH:12]([CH3:14])[CH3:13])=[O:10])[C:27]1[CH:32]=[CH:31][CH:30]=[CH:29][CH:28]=1. The catalyst class is: 20. (2) Reactant: Cl[S:2]([C:5]1[CH:6]=[C:7]([C:11]([O:13][CH3:14])=[O:12])[N:8]([CH3:10])[CH:9]=1)(=[O:4])=[O:3].[F:15][C:16]([F:21])([F:20])[C@@H:17]([NH2:19])[CH3:18].C(N(C(C)C)CC)(C)C. Product: [CH3:10][N:8]1[CH:9]=[C:5]([S:2](=[O:4])(=[O:3])[NH:19][C@@H:17]([CH3:18])[C:16]([F:21])([F:20])[F:15])[CH:6]=[C:7]1[C:11]([O:13][CH3:14])=[O:12]. The catalyst class is: 10. (3) Reactant: [CH3:1][O:2][C:3]1[CH:8]=[CH:7][C:6]([C:9]([C:11]2[N:12]=[C:13]3[CH:19]=[CH:18][N:17]([S:20]([C:23]4[CH:29]=[CH:28][C:26]([CH3:27])=[CH:25][CH:24]=4)(=[O:22])=[O:21])[C:14]3=[N:15][CH:16]=2)=O)=[CH:5][CH:4]=1.C(O)CC.CC1C=CC(S([NH:44][NH2:45])(=O)=O)=CC=1.N1CCOCC1. Product: [CH3:1][O:2][C:3]1[CH:8]=[CH:7][C:6]([C:9]2[N:44]=[N:45][N:12]3[C:13]4[CH:19]=[CH:18][N:17]([S:20]([C:23]5[CH:29]=[CH:28][C:26]([CH3:27])=[CH:25][CH:24]=5)(=[O:21])=[O:22])[C:14]=4[N:15]=[CH:16][C:11]=23)=[CH:5][CH:4]=1. The catalyst class is: 393. (4) Reactant: [CH3:1][N:2]([CH2:4][C:5]1[CH:10]=[CH:9][CH:8]=[CH:7][CH:6]=1)[CH3:3].[ClH:11]. Product: [ClH:11].[CH3:1][NH+:2]([CH2:4][C:5]1[CH:10]=[CH:9][CH:8]=[CH:7][CH:6]=1)[CH3:3]. The catalyst class is: 194. (5) Reactant: [Br:1][C:2]1[CH:7]=[CH:6][C:5]([S:8](Cl)(=[O:10])=[O:9])=[C:4]([CH2:12][CH2:13][CH3:14])[CH:3]=1.[N-:15]=[N+:16]=[N-:17].[Na+]. Product: [Br:1][C:2]1[CH:7]=[CH:6][C:5]([S:8]([N:15]=[N+:16]=[N-:17])(=[O:10])=[O:9])=[C:4]([CH2:12][CH2:13][CH3:14])[CH:3]=1. The catalyst class is: 283. (6) Reactant: [F:1][C:2]1[CH:21]=[CH:20][CH:19]=[C:18]([F:22])[C:3]=1[O:4][C:5]1[CH2:9][N:8]([C@@H:10]([CH2:14][CH2:15][CH3:16])[C:11]([OH:13])=O)[C:7](=[O:17])[CH:6]=1.[CH3:23][C:24]1([CH3:36])[O:28][C@H:27]([CH2:29][N:30]2[CH:34]=[CH:33][C:32]([NH2:35])=[N:31]2)[CH2:26][O:25]1.F[P-](F)(F)(F)(F)F.N1(O[P+](N(C)C)(N(C)C)N(C)C)C2C=CC=CC=2N=N1.C(N(CC)C(C)C)(C)C. Product: [CH3:23][C:24]1([CH3:36])[O:28][C@H:27]([CH2:29][N:30]2[CH:34]=[CH:33][C:32]([NH:35][C:11](=[O:13])[C@@H:10]([N:8]3[CH2:9][C:5]([O:4][C:3]4[C:18]([F:22])=[CH:19][CH:20]=[CH:21][C:2]=4[F:1])=[CH:6][C:7]3=[O:17])[CH2:14][CH2:15][CH3:16])=[N:31]2)[CH2:26][O:25]1. The catalyst class is: 42. (7) Reactant: [Br:1][C:2]1[C:8]([F:9])=[CH:7][C:5]([NH2:6])=[C:4]([C:10]#[C:11][Si](C)(C)C)[CH:3]=1. Product: [Br:1][C:2]1[CH:3]=[C:4]2[C:5](=[CH:7][C:8]=1[F:9])[NH:6][CH:11]=[CH:10]2. The catalyst class is: 122.